This data is from Forward reaction prediction with 1.9M reactions from USPTO patents (1976-2016). The task is: Predict the product of the given reaction. Given the reactants C([O:3][C:4](=[O:33])[CH2:5][C@H:6]1[C:14]2[C:9](=[CH:10][C:11]([O:15][CH2:16][CH2:17][C:18]3[C:23]([CH3:24])=[CH:22][CH:21]=[C:20]([C:25]4[CH:30]=[CH:29][C:28]([O:31][CH3:32])=[CH:27][CH:26]=4)[N:19]=3)=[CH:12][CH:13]=2)[CH2:8][CH2:7]1)C.[Li+].[OH-].CO.O, predict the reaction product. The product is: [CH3:32][O:31][C:28]1[CH:27]=[CH:26][C:25]([C:20]2[N:19]=[C:18]([CH2:17][CH2:16][O:15][C:11]3[CH:10]=[C:9]4[C:14](=[CH:13][CH:12]=3)[C@H:6]([CH2:5][C:4]([OH:33])=[O:3])[CH2:7][CH2:8]4)[C:23]([CH3:24])=[CH:22][CH:21]=2)=[CH:30][CH:29]=1.